From a dataset of Full USPTO retrosynthesis dataset with 1.9M reactions from patents (1976-2016). Predict the reactants needed to synthesize the given product. (1) Given the product [CH3:76][S:77]([O:21][C@H:19]1[CH2:18][CH2:17][C@@H:16]([NH:22][C:23]([O:24][C:25]([CH3:26])([CH3:28])[CH3:27])=[O:29])[C@H:15]([C:12]2[CH:13]=[CH:14][C:9]([Cl:8])=[CH:10][CH:11]=2)[CH2:20]1)(=[O:79])=[O:78], predict the reactants needed to synthesize it. The reactants are: C(N(CC)CC)C.[Cl:8][C:9]1[CH:14]=[CH:13][C:12]([C@@H:15]2[CH2:20][C@@H:19]([OH:21])[CH2:18][CH2:17][C@H:16]2[NH:22][C:23](=[O:29])[O:24][C:25]([CH3:28])([CH3:27])[CH3:26])=[CH:11][CH:10]=1.O[C@H]1CC[C@@H](NC(=O)OC(C)(C)C)[C@H](C2C=CC(C(F)(F)F)=CC=2)C1.ClC1C=CC([Mg]Cl)=CC=1.FC(F)(F)C1C=CC([Mg]Br)=CC=1.[CH3:76][S:77](Cl)(=[O:79])=[O:78].C([O-])(O)=O.[Na+]. (2) Given the product [CH2:45]([N:42]1[CH2:41][CH2:40][N:39]([C:37](=[O:38])[CH2:36][NH:22][C:19]2[CH:20]=[CH:21][C:16]([O:15][C:12]3[CH:11]=[CH:10][C:9]([CH2:8][O:7][C:6]4[CH:23]=[CH:24][C:3]([C:2]([F:25])([F:1])[F:26])=[CH:4][CH:5]=4)=[CH:14][N:13]=3)=[CH:17][CH:18]=2)[CH2:44][CH2:43]1)[C:46]1[CH:54]=[CH:53][C:52]2[O:51][CH2:50][O:49][C:48]=2[CH:47]=1, predict the reactants needed to synthesize it. The reactants are: [F:1][C:2]([F:26])([F:25])[C:3]1[CH:24]=[CH:23][C:6]([O:7][CH2:8][C:9]2[CH:10]=[CH:11][C:12]([O:15][C:16]3[CH:21]=[CH:20][C:19]([NH2:22])=[CH:18][CH:17]=3)=[N:13][CH:14]=2)=[CH:5][CH:4]=1.C(=O)([O-])[O-].[K+].[K+].[I-].[Na+].Cl[CH2:36][C:37]([N:39]1[CH2:44][CH2:43][N:42]([CH2:45][C:46]2[CH:54]=[CH:53][C:52]3[O:51][CH2:50][O:49][C:48]=3[CH:47]=2)[CH2:41][CH2:40]1)=[O:38]. (3) Given the product [CH3:8][O:9][CH2:10][CH2:11][N:12]1[CH:6]([C:2]2[S:1][CH:5]=[CH:4][CH:3]=2)[CH:14]([C:13]([NH:35][C:34]2[CH:33]=[CH:32][C:31]([N:25]3[CH2:30][CH2:29][CH2:28][CH2:27][CH2:26]3)=[CH:37][CH:36]=2)=[O:24])[C:15]2[C:16](=[CH:20][CH:21]=[CH:22][CH:23]=2)[C:17]1=[O:19], predict the reactants needed to synthesize it. The reactants are: [S:1]1[CH:5]=[CH:4][CH:3]=[C:2]1[CH:6]=O.[CH3:8][O:9][CH2:10][CH2:11][NH2:12].[C:13]1(=[O:24])[O:19][C:17](=O)[C:16]2=[CH:20][CH:21]=[CH:22][CH:23]=[C:15]2[CH2:14]1.[N:25]1([C:31]2[CH:37]=[CH:36][C:34]([NH2:35])=[CH:33][CH:32]=2)[CH2:30][CH2:29][CH2:28][CH2:27][CH2:26]1. (4) Given the product [CH2:1]([O:8][N:9]1[C:15](=[O:16])[N:14]2[CH2:17][C@H:10]1[CH2:11][CH2:12][C@H:13]2[C:18]([NH:21][O:22][CH2:23][CH2:24][C:25]1[CH:30]=[CH:29][CH:28]=[CH:27][N:26]=1)=[O:20])[C:2]1[CH:3]=[CH:4][CH:5]=[CH:6][CH:7]=1, predict the reactants needed to synthesize it. The reactants are: [CH2:1]([O:8][N:9]1[C:15](=[O:16])[N:14]2[CH2:17][C@H:10]1[CH2:11][CH2:12][C@H:13]2[C:18]([OH:20])=O)[C:2]1[CH:7]=[CH:6][CH:5]=[CH:4][CH:3]=1.[NH2:21][O:22][CH2:23][CH2:24][C:25]1[CH:30]=[CH:29][CH:28]=[CH:27][N:26]=1.ON1C2C=CC=CC=2N=N1.Cl.C(N=C=NCCCN(C)C)C.